The task is: Predict the reactants needed to synthesize the given product.. This data is from Full USPTO retrosynthesis dataset with 1.9M reactions from patents (1976-2016). The reactants are: [C:1]([O:5][C:6]([N:8]1[CH2:13][CH2:12][N:11]([C:14]2[N:22]=[C:21]([Cl:23])[N:20]=[C:19]3[C:15]=2[N:16]=[CH:17][NH:18]3)[CH2:10][CH2:9]1)=[O:7])([CH3:4])([CH3:3])[CH3:2].CI.[C:26](=O)([O-])[O-].[K+].[K+].Cl. Given the product [C:1]([O:5][C:6]([N:8]1[CH2:9][CH2:10][N:11]([C:14]2[N:22]=[C:21]([Cl:23])[N:20]=[C:19]3[C:15]=2[N:16]=[CH:17][N:18]3[CH3:26])[CH2:12][CH2:13]1)=[O:7])([CH3:4])([CH3:2])[CH3:3], predict the reactants needed to synthesize it.